This data is from Forward reaction prediction with 1.9M reactions from USPTO patents (1976-2016). The task is: Predict the product of the given reaction. (1) Given the reactants [CH:1]1([C:4]2[N:5]=[C:6]3[C:11](O)=[N:10][CH:9]=[CH:8][N:7]3[C:13]=2[CH2:14][C:15]2[CH:34]=[CH:33][C:18]3/[C:19](=[C:29](/[CH3:32])\[C:30]#[N:31])/[C:20]4[CH:27]=[CH:26][C:25]([F:28])=[CH:24][C:21]=4[O:22][CH2:23][C:17]=3[CH:16]=2)[CH2:3][CH2:2]1.P(Cl)(Cl)([Cl:37])=O, predict the reaction product. The product is: [Cl:37][C:11]1[C:6]2[N:7]([C:13]([CH2:14][C:15]3[CH:34]=[CH:33][C:18]4/[C:19](=[C:29](/[CH3:32])\[C:30]#[N:31])/[C:20]5[CH:27]=[CH:26][C:25]([F:28])=[CH:24][C:21]=5[O:22][CH2:23][C:17]=4[CH:16]=3)=[C:4]([CH:1]3[CH2:2][CH2:3]3)[N:5]=2)[CH:8]=[CH:9][N:10]=1. (2) Given the reactants C(C1C=C([CH:20]([C:22]2[C:31]([O:32][CH2:33][O:34][CH2:35][CH2:36][O:37][CH3:38])=[C:30]3[C:25]([CH:26]=[CH:27][CH:28]=[N:29]3)=[C:24]([Cl:39])[CH:23]=2)[OH:21])C=C(CN2C=NC=N2)C=1)C1C=CC=CC=1, predict the reaction product. The product is: [Cl:39][C:24]1[CH:23]=[C:22]([CH:20]=[O:21])[C:31]([O:32][CH2:33][O:34][CH2:35][CH2:36][O:37][CH3:38])=[C:30]2[C:25]=1[CH:26]=[CH:27][CH:28]=[N:29]2. (3) Given the reactants [Cl:1][C:2]1[N:7]=[C:6]2[N:8]([CH3:16])[C:9](=[O:15])[N:10]([CH2:11]C(C)=C)[C:5]2=[CH:4][CH:3]=1.Cl[C:18]([F:23])([F:22])[C:19](O)=O.[Na].C(O[CH2:29][CH3:30])(=O)C, predict the reaction product. The product is: [Cl:1][C:2]1[N:7]=[C:6]2[N:8]([CH3:16])[C:9](=[O:15])[N:10]([CH2:11][C:29]3([CH3:30])[CH2:19][C:18]3([F:23])[F:22])[C:5]2=[CH:4][CH:3]=1.